Dataset: Full USPTO retrosynthesis dataset with 1.9M reactions from patents (1976-2016). Task: Predict the reactants needed to synthesize the given product. (1) The reactants are: [CH2:1]([CH:3]1[N:12]2[C:7](=[CH:8][C:9](=[O:18])[C:10]([C:13]([O:15][CH2:16][CH3:17])=[O:14])=[CH:11]2)[C:6]2[CH:19]=[C:20]([O:24][CH3:25])[C:21]([OH:23])=[CH:22][C:5]=2[CH2:4]1)[CH3:2].Br[CH2:27][CH3:28].C([O-])([O-])=O.[K+].[K+]. Given the product [CH2:27]([O:23][C:21]1[C:20]([O:24][CH3:25])=[CH:19][C:6]2[C:7]3[N:12]([CH:3]([CH2:1][CH3:2])[CH2:4][C:5]=2[CH:22]=1)[CH:11]=[C:10]([C:13]([O:15][CH2:16][CH3:17])=[O:14])[C:9](=[O:18])[CH:8]=3)[CH3:28], predict the reactants needed to synthesize it. (2) Given the product [CH2:5]([O:4][C:2](=[O:3])[NH:16][CH2:15][C:14]1[CH:17]=[CH:18][C:11]([Br:10])=[CH:12][CH:13]=1)[CH:6]([CH3:8])[CH3:7], predict the reactants needed to synthesize it. The reactants are: Cl[C:2]([O:4][CH2:5][CH:6]([CH3:8])[CH3:7])=[O:3].Cl.[Br:10][C:11]1[CH:18]=[CH:17][C:14]([CH2:15][NH2:16])=[CH:13][CH:12]=1.N1C=CC=CC=1.Cl. (3) Given the product [CH3:16][C:9]1[C:8]([N+:17]([O-:19])=[O:18])=[C:3]([C:4]([O:6][CH3:7])=[O:5])[C:2]([CH3:1])=[CH:11][C:10]=1[C:12]([O:14][CH3:15])=[O:13], predict the reactants needed to synthesize it. The reactants are: [CH3:1][C:2]1[CH:11]=[C:10]([C:12]([O:14][CH3:15])=[O:13])[C:9]([CH3:16])=[CH:8][C:3]=1[C:4]([O:6][CH3:7])=[O:5].[N+:17]([O-])([OH:19])=[O:18].S(=O)(=O)(O)O. (4) Given the product [ClH:1].[CH3:16][C:17]1[CH:21]=[C:20]([CH3:22])[N:19]([C:2]2[N:11]=[C:10]([NH:12][CH2:13][CH2:14][CH3:15])[C:9]3[C:4](=[CH:5][CH:6]=[CH:7][CH:8]=3)[N:3]=2)[N:18]=1, predict the reactants needed to synthesize it. The reactants are: [Cl:1][C:2]1[N:11]=[C:10]([NH:12][CH2:13][CH2:14][CH3:15])[C:9]2[C:4](=[CH:5][CH:6]=[CH:7][CH:8]=2)[N:3]=1.[CH3:16][C:17]1[CH:21]=[C:20]([CH3:22])[NH:19][N:18]=1. (5) Given the product [F:28][CH:27]([F:29])[C:22]1[CH:21]=[C:20]([B:10]2[O:11][C:12]([CH3:17])([CH3:18])[C:13]([CH3:15])([CH3:16])[O:14]2)[CH:25]=[C:24]([F:26])[CH:23]=1, predict the reactants needed to synthesize it. The reactants are: [B:10]1([B:10]2[O:14][C:13]([CH3:16])([CH3:15])[C:12]([CH3:18])([CH3:17])[O:11]2)[O:14][C:13]([CH3:16])([CH3:15])[C:12]([CH3:18])([CH3:17])[O:11]1.Br[C:20]1[CH:25]=[C:24]([F:26])[CH:23]=[C:22]([CH:27]([F:29])[F:28])[CH:21]=1.C([O-])(=O)C.[K+]. (6) Given the product [F:33][C:19]1[C:20]([CH2:24][OH:25])=[CH:21][CH:22]=[CH:23][C:18]=1[N:15]1[CH2:16][CH2:17][N:12]([C:10]2[CH:9]=[CH:8][NH:7][C:6](=[O:5])[CH:11]=2)[CH2:13][CH2:14]1, predict the reactants needed to synthesize it. The reactants are: C([O:5][C:6]1[CH:11]=[C:10]([N:12]2[CH2:17][CH2:16][N:15]([C:18]3[CH:23]=[CH:22][CH:21]=[C:20]([CH2:24][O:25][Si](C(C)(C)C)(C)C)[C:19]=3[F:33])[CH2:14][CH2:13]2)[CH:9]=[CH:8][N:7]=1)(C)(C)C.C(O)(C(F)(F)F)=O.